Dataset: Reaction yield outcomes from USPTO patents with 853,638 reactions. Task: Predict the reaction yield, written as a fraction of the theoretical maximum amount of product (1.0 means a 100% yield; for example, 0.34 means a 34% yield). (1) The reactants are [CH:1]1([C:4]2[CH:9]=[CH:8][C:7]([CH:10]3[N:14]([CH2:15][CH2:16][C:17]4[CH:22]=[CH:21][C:20]([O:23][CH3:24])=[CH:19][CH:18]=4)[C:13](=[O:25])[C:12]4([CH2:30][CH2:29][NH:28][CH2:27][CH2:26]4)[N:11]3[CH3:31])=[CH:6][CH:5]=2)[CH2:3][CH2:2]1.C[Si]([N+:36]#[C-:37])(C)C.C([O-])(O)=[O:39].[Na+]. The catalyst is C(Cl)Cl. The product is [CH:1]1([C:4]2[CH:9]=[CH:8][C:7]([CH:10]3[N:14]([CH2:15][CH2:16][C:17]4[CH:22]=[CH:21][C:20]([O:23][CH3:24])=[CH:19][CH:18]=4)[C:13](=[O:25])[C:12]4([CH2:26][CH2:27][N:28]([C:37]([NH2:36])=[O:39])[CH2:29][CH2:30]4)[N:11]3[CH3:31])=[CH:6][CH:5]=2)[CH2:3][CH2:2]1. The yield is 0.850. (2) The product is [CH3:11][N:12]1[CH2:17][CH2:16][CH:15]=[C:14]([CH:18]=[O:19])[CH2:13]1. The yield is 0.850. The catalyst is C(Cl)Cl.O. The reactants are C(Cl)(=O)C(Cl)=O.CS(C)=O.[CH3:11][N:12]1[CH2:17][CH2:16][CH:15]=[C:14]([CH2:18][OH:19])[CH2:13]1.C(N(CC)CC)C. (3) The reactants are [Cl:1][C:2]1[CH:11]=[CH:10][CH:9]=[C:8]2[C:3]=1[C:4](=[O:30])[N:5]([C:23]1[CH:28]=[CH:27][C:26]([F:29])=[CH:25][CH:24]=1)[C:6]([C@@H:12]([NH:15]C(=O)OC(C)(C)C)[CH2:13][CH3:14])=[N:7]2.Cl. The catalyst is C(Cl)Cl.CCOC(C)=O.O. The product is [NH2:15][C@H:12]([C:6]1[N:5]([C:23]2[CH:28]=[CH:27][C:26]([F:29])=[CH:25][CH:24]=2)[C:4](=[O:30])[C:3]2[C:8](=[CH:9][CH:10]=[CH:11][C:2]=2[Cl:1])[N:7]=1)[CH2:13][CH3:14]. The yield is 0.879. (4) The product is [OH:1][C:2]1[CH:7]=[CH:6][CH:5]=[CH:4][C:3]=1/[CH:8]=[C:9]1/[C:10](=[O:15])[N:11]=[C:12]([N:25]2[CH2:26][CH2:27][N:22]([C:16]3[CH:21]=[CH:20][CH:19]=[CH:18][CH:17]=3)[CH2:23][CH2:24]2)[S:13]/1. The yield is 0.360. The catalyst is C(O)C. The reactants are [OH:1][C:2]1[CH:7]=[CH:6][CH:5]=[CH:4][C:3]=1/[CH:8]=[C:9]1/[C:10](=[O:15])[NH:11][C:12](=S)[S:13]/1.[C:16]1([N:22]2[CH2:27][CH2:26][NH:25][CH2:24][CH2:23]2)[CH:21]=[CH:20][CH:19]=[CH:18][CH:17]=1. (5) The reactants are [CH3:1][C@H:2]1[CH2:7][C@@H:6]([O:8][C:9]2[CH:14]=[C:13]([N:15]3[C:23]4[C:18](=[CH:19][C:20]([S:24]([CH3:27])(=[O:26])=[O:25])=[CH:21][CH:22]=4)[CH2:17][CH2:16]3)[N:12]=[CH:11][N:10]=2)[CH2:5][CH2:4][N:3]1[C:28]([O:30][CH2:31][C:32]1C=CC=CC=1)=[O:29].[H][H].[CH:40](N(C(C)C)CC)(C)C.ClC(OC(C)C)=O.[Cl-].[NH4+]. The catalyst is [OH-].[Pd+2].[OH-].ClCCl.C(OCC)(=O)C.CO. The product is [CH3:1][C@H:2]1[CH2:7][C@@H:6]([O:8][C:9]2[CH:14]=[C:13]([N:15]3[C:23]4[C:18](=[CH:19][C:20]([S:24]([CH3:27])(=[O:25])=[O:26])=[CH:21][CH:22]=4)[CH2:17][CH2:16]3)[N:12]=[CH:11][N:10]=2)[CH2:5][CH2:4][N:3]1[C:28]([O:30][CH:31]([CH3:40])[CH3:32])=[O:29]. The yield is 0.160. (6) The reactants are C(=O)([O-])[O-].[K+].[K+].[CH2:7](Br)[C:8]1[CH:13]=[CH:12][CH:11]=[CH:10][CH:9]=1.Cl.[Cl:16][CH2:17][CH2:18][NH:19][CH2:20][CH2:21][Cl:22]. The catalyst is C(#N)C. The product is [CH2:7]([N:19]([CH2:20][CH2:21][Cl:22])[CH2:18][CH2:17][Cl:16])[C:8]1[CH:13]=[CH:12][CH:11]=[CH:10][CH:9]=1. The yield is 0.650. (7) The reactants are O[CH2:2][CH2:3][N:4]([CH:35]([CH3:37])[CH3:36])[C:5]([C:7]1[C:12]([O:13][CH2:14][C:15]2[CH:20]=[CH:19][CH:18]=[CH:17][CH:16]=2)=[C:11]([OH:21])[N:10]=[C:9]([CH2:22][C:23]2[CH:28]=[CH:27][CH:26]=[CH:25][C:24]=2[C:29]2[CH:34]=[CH:33][N:32]=[CH:31][CH:30]=2)[N:8]=1)=[O:6].C(OC1C(=O)N=C(CC2C=CC=C(Cl)C=2Cl)N2CCN(C(C)C)C(=O)C=12)C1C=CC=CC=1. No catalyst specified. The product is [CH2:14]([O:13][C:12]1[C:11](=[O:21])[N:10]=[C:9]([CH2:22][C:23]2[CH:28]=[CH:27][CH:26]=[CH:25][C:24]=2[C:29]2[CH:30]=[CH:31][N:32]=[CH:33][CH:34]=2)[N:8]2[CH2:2][CH2:3][N:4]([CH:35]([CH3:37])[CH3:36])[C:5](=[O:6])[C:7]=12)[C:15]1[CH:16]=[CH:17][CH:18]=[CH:19][CH:20]=1. The yield is 0.577. (8) The reactants are [CH3:1][CH:2]([OH:4])[CH3:3].[H-].[Na+].Cl[C:8]1[N:16]=[C:15]([Cl:17])[CH:14]=[CH:13][C:9]=1[C:10]([NH2:12])=[O:11]. The catalyst is CN(C=O)C. The product is [Cl:17][C:15]1[CH:14]=[CH:13][C:9]([C:10]([NH2:12])=[O:11])=[C:8]([O:4][CH:2]([CH3:3])[CH3:1])[N:16]=1. The yield is 0.640. (9) The reactants are I[C:2]1[CH:21]=[N:20][C:5]2[NH:6][CH2:7][CH2:8][N:9]([CH2:10][C:11]3[CH:16]=[C:15]([F:17])[C:14]([F:18])=[CH:13][C:12]=3[F:19])[C:4]=2[CH:3]=1.[CH3:22][N:23]1[CH2:28][CH2:27][N:26]([C:29]([C:31]2[CH:36]=[CH:35][C:34](B3OC(C)(C)C(C)(C)O3)=[CH:33][CH:32]=2)=[O:30])[CH2:25][CH2:24]1. No catalyst specified. The product is [CH3:22][N:23]1[CH2:28][CH2:27][N:26]([C:29]([C:31]2[CH:36]=[CH:35][C:34]([C:2]3[CH:21]=[N:20][C:5]4[NH:6][CH2:7][CH2:8][N:9]([CH2:10][C:11]5[CH:16]=[C:15]([F:17])[C:14]([F:18])=[CH:13][C:12]=5[F:19])[C:4]=4[CH:3]=3)=[CH:33][CH:32]=2)=[O:30])[CH2:25][CH2:24]1. The yield is 0.300.